This data is from Reaction yield outcomes from USPTO patents with 853,638 reactions. The task is: Predict the reaction yield, written as a fraction of the theoretical maximum amount of product (1.0 means a 100% yield; for example, 0.34 means a 34% yield). The reactants are I[C:2]1[CH:8]=[C:7]([N+:9]([O-:11])=[O:10])[C:5]([NH2:6])=[C:4]([CH3:12])[CH:3]=1.[CH2:13]([N:20]1[CH2:25][CH2:24][CH2:23][C:22]2([CH2:30][CH2:29][CH2:28][NH:27][CH2:26]2)[CH2:21]1)[C:14]1[CH:19]=[CH:18][CH:17]=[CH:16][CH:15]=1.C(O)CO.[O-]P([O-])([O-])=O.[K+].[K+].[K+]. The catalyst is C(O)(C)C.[Cu]I. The product is [CH2:13]([N:20]1[CH2:25][CH2:24][CH2:23][C:22]2([CH2:26][N:27]([C:2]3[CH:8]=[C:7]([N+:9]([O-:11])=[O:10])[C:5]([NH2:6])=[C:4]([CH3:12])[CH:3]=3)[CH2:28][CH2:29][CH2:30]2)[CH2:21]1)[C:14]1[CH:15]=[CH:16][CH:17]=[CH:18][CH:19]=1. The yield is 0.300.